This data is from Peptide-MHC class I binding affinity with 185,985 pairs from IEDB/IMGT. The task is: Regression. Given a peptide amino acid sequence and an MHC pseudo amino acid sequence, predict their binding affinity value. This is MHC class I binding data. (1) The peptide sequence is TLADAGFMK. The MHC is HLA-A31:01 with pseudo-sequence HLA-A31:01. The binding affinity (normalized) is 0.143. (2) The peptide sequence is TMGTGTFGR. The MHC is HLA-A31:01 with pseudo-sequence HLA-A31:01. The binding affinity (normalized) is 0.449.